Dataset: NCI-60 drug combinations with 297,098 pairs across 59 cell lines. Task: Regression. Given two drug SMILES strings and cell line genomic features, predict the synergy score measuring deviation from expected non-interaction effect. (1) Drug 1: CN1C2=C(C=C(C=C2)N(CCCl)CCCl)N=C1CCCC(=O)O.Cl. Drug 2: C(CC(=O)O)C(=O)CN.Cl. Cell line: CCRF-CEM. Synergy scores: CSS=19.8, Synergy_ZIP=-3.30, Synergy_Bliss=0.513, Synergy_Loewe=-8.52, Synergy_HSA=-0.0458. (2) Drug 1: C1CC(=O)NC(=O)C1N2CC3=C(C2=O)C=CC=C3N. Drug 2: CCC1(C2=C(COC1=O)C(=O)N3CC4=CC5=C(C=CC(=C5CN(C)C)O)N=C4C3=C2)O.Cl. Cell line: RXF 393. Synergy scores: CSS=8.80, Synergy_ZIP=-4.92, Synergy_Bliss=-0.496, Synergy_Loewe=-4.96, Synergy_HSA=0.634. (3) Drug 1: C1=NC2=C(N1)C(=S)N=C(N2)N. Drug 2: CCC1(CC2CC(C3=C(CCN(C2)C1)C4=CC=CC=C4N3)(C5=C(C=C6C(=C5)C78CCN9C7C(C=CC9)(C(C(C8N6C=O)(C(=O)OC)O)OC(=O)C)CC)OC)C(=O)OC)O.OS(=O)(=O)O. Cell line: DU-145. Synergy scores: CSS=36.4, Synergy_ZIP=1.76, Synergy_Bliss=1.98, Synergy_Loewe=2.27, Synergy_HSA=2.45. (4) Drug 1: CC1C(C(CC(O1)OC2CC(CC3=C2C(=C4C(=C3O)C(=O)C5=C(C4=O)C(=CC=C5)OC)O)(C(=O)C)O)N)O.Cl. Drug 2: C1C(C(OC1N2C=NC3=C2NC=NCC3O)CO)O. Cell line: UO-31. Synergy scores: CSS=8.47, Synergy_ZIP=-5.31, Synergy_Bliss=-5.37, Synergy_Loewe=-8.19, Synergy_HSA=-1.74. (5) Drug 1: C1=C(C(=O)NC(=O)N1)N(CCCl)CCCl. Drug 2: COC1=C2C(=CC3=C1OC=C3)C=CC(=O)O2. Cell line: CCRF-CEM. Synergy scores: CSS=43.9, Synergy_ZIP=-2.13, Synergy_Bliss=-4.97, Synergy_Loewe=-15.1, Synergy_HSA=-6.17. (6) Drug 1: CC1=C(C=C(C=C1)C(=O)NC2=CC(=CC(=C2)C(F)(F)F)N3C=C(N=C3)C)NC4=NC=CC(=N4)C5=CN=CC=C5. Drug 2: CN(C(=O)NC(C=O)C(C(C(CO)O)O)O)N=O. Cell line: SF-268. Synergy scores: CSS=0.637, Synergy_ZIP=0.189, Synergy_Bliss=0.619, Synergy_Loewe=-0.531, Synergy_HSA=-0.643. (7) Drug 1: C1CC(=O)NC(=O)C1N2CC3=C(C2=O)C=CC=C3N. Drug 2: C1CCC(C(C1)N)N.C(=O)(C(=O)[O-])[O-].[Pt+4]. Cell line: ACHN. Synergy scores: CSS=15.8, Synergy_ZIP=-6.67, Synergy_Bliss=-3.73, Synergy_Loewe=-2.96, Synergy_HSA=-1.11. (8) Drug 2: C1CN1C2=NC(=NC(=N2)N3CC3)N4CC4. Cell line: U251. Synergy scores: CSS=31.4, Synergy_ZIP=-0.161, Synergy_Bliss=-3.09, Synergy_Loewe=-14.8, Synergy_HSA=-2.96. Drug 1: CC1=C(C=C(C=C1)NC(=O)C2=CC=C(C=C2)CN3CCN(CC3)C)NC4=NC=CC(=N4)C5=CN=CC=C5.